This data is from Reaction yield outcomes from USPTO patents with 853,638 reactions. The task is: Predict the reaction yield, written as a fraction of the theoretical maximum amount of product (1.0 means a 100% yield; for example, 0.34 means a 34% yield). (1) The reactants are [Na+].[I-:2].CN[C@@H]1CCCC[C@H]1NC.Br[C:14]1[C:15]2[CH:22]=[CH:21][CH:20]=[CH:19][C:16]=2[S:17][CH:18]=1.C1(C)C=CC=C(C)C=1. The catalyst is CCCCCC.[Cu]I.COCCOCCOC. The product is [I:2][C:14]1[C:15]2[CH:22]=[CH:21][CH:20]=[CH:19][C:16]=2[S:17][CH:18]=1. The yield is 0.930. (2) The reactants are [N:1]1[CH:6]=[CH:5][CH:4]=[C:3]([S:7](Cl)(=[O:9])=[O:8])[CH:2]=1.C(N(CC)CC)C.[NH:18]1[CH2:23][CH2:22][CH:21]([CH2:24][N:25]2[C:33]3[C:28](=[CH:29][C:30]([C:34]4[CH:35]=[N:36][N:37]([CH:39]5[CH2:44][CH2:43][CH2:42][CH2:41][O:40]5)[CH:38]=4)=[CH:31][CH:32]=3)[CH:27]=[CH:26]2)[CH2:20][CH2:19]1.CO. The catalyst is ClCCl.O. The product is [N:1]1[CH:6]=[CH:5][CH:4]=[C:3]([S:7]([N:18]2[CH2:23][CH2:22][CH:21]([CH2:24][N:25]3[C:33]4[C:28](=[CH:29][C:30]([C:34]5[CH:35]=[N:36][N:37]([CH:39]6[CH2:44][CH2:43][CH2:42][CH2:41][O:40]6)[CH:38]=5)=[CH:31][CH:32]=4)[CH:27]=[CH:26]3)[CH2:20][CH2:19]2)(=[O:9])=[O:8])[CH:2]=1. The yield is 0.960. (3) The reactants are S(O)(O)(=O)=O.[NH2:6][OH:7].[C:8]1(=O)[C@@H:16]2[C@@H:11]([CH2:12][CH2:13][CH2:14][CH2:15]2)[C:10](=O)O1.[OH-].[Na+]. The catalyst is O. The product is [OH:7][N:6]1[CH2:8][C@H:16]2[C@H:11]([CH2:12][CH2:13][CH2:14][CH2:15]2)[CH2:10]1. The yield is 0.940. (4) The reactants are C(OC(=O)N[C@@H]1[C@H](N[C:15]2[N:16]=[CH:17][C:18]3[S:23][CH:22]=[C:21]([C:24](=[O:34])[NH:25][C:26]4[CH:31]=[C:30]([CH3:32])[CH:29]=[C:28]([CH3:33])[N:27]=4)[C:19]=3[N:20]=2)CCOC1)(C)(C)C. The catalyst is C(O)(C(F)(F)F)=O.ClCCl. The product is [CH3:32][C:30]1[CH:29]=[C:28]([CH3:33])[N:27]=[C:26]([NH:25][C:24]([C:21]2[C:19]3[N:20]=[CH:15][N:16]=[CH:17][C:18]=3[S:23][CH:22]=2)=[O:34])[CH:31]=1. The yield is 0.552. (5) The reactants are C(Cl)Cl.[Cl:4][C:5]1[CH:10]=[CH:9][C:8]([S:11]([CH:14]([C:21]2[CH:26]=[C:25]([F:27])[CH:24]=[CH:23][C:22]=2[F:28])[C:15]2[CH:20]=[CH:19][N:18]=[CH:17][CH:16]=2)(=[O:13])=[O:12])=[CH:7][CH:6]=1.ClC1C=CC=C(C(OO)=[O:37])C=1.C(OCC)(=O)C. The catalyst is CCOCC. The product is [Cl:4][C:5]1[CH:6]=[CH:7][C:8]([S:11]([CH:14]([C:21]2[CH:26]=[C:25]([F:27])[CH:24]=[CH:23][C:22]=2[F:28])[C:15]2[CH:16]=[CH:17][N+:18]([O-:37])=[CH:19][CH:20]=2)(=[O:12])=[O:13])=[CH:9][CH:10]=1. The yield is 0.800. (6) The reactants are [CH3:1][N:2]1[CH2:7][CH2:6][N:5]([C:8]([C:10]2[CH:18]=[CH:17][C:13](C(O)=O)=[CH:12][CH:11]=2)=[O:9])[CH2:4][CH2:3]1.CN1CC[N:23]([C:26](C2C=CC(C(N=[N+]=[N-])=O)=CC=2)=[O:27])CC1.[NH2:39][C:40]1[CH:45]=[CH:44][C:43]([C:46]2[N:51]=[C:50]([N:52]3[CH2:57][CH2:56][O:55][CH2:54][CH2:53]3)[C:49]3=[CH:58][C:59]([CH2:61][N:62]([CH3:64])[CH3:63])=[CH:60][N:48]3[N:47]=2)=[CH:42][CH:41]=1. No catalyst specified. The product is [CH3:63][N:62]([CH2:61][C:59]1[CH:58]=[C:49]2[N:48]([CH:60]=1)[N:47]=[C:46]([C:43]1[CH:44]=[CH:45][C:40]([NH:39][C:26]([NH:23][C:13]3[CH:12]=[CH:11][C:10]([C:8]([N:5]4[CH2:4][CH2:3][N:2]([CH3:1])[CH2:7][CH2:6]4)=[O:9])=[CH:18][CH:17]=3)=[O:27])=[CH:41][CH:42]=1)[N:51]=[C:50]2[N:52]1[CH2:53][CH2:54][O:55][CH2:56][CH2:57]1)[CH3:64]. The yield is 0.151. (7) The reactants are [NH2:1][C:2]1[N:7]=[CH:6][C:5]([C:8]2[CH:9]=[N:10][N:11]([CH2:13][C:14]3([OH:27])[CH2:19][CH2:18][N:17](C(OC(C)(C)C)=O)[CH2:16][CH2:15]3)[CH:12]=2)=[CH:4][C:3]=1[O:28][CH:29]([C:31]1[C:36]([Cl:37])=[CH:35][CH:34]=[C:33]([F:38])[C:32]=1[Cl:39])[CH3:30].Cl.O1CCOCC1. The catalyst is C(Cl)Cl. The product is [NH2:1][C:2]1[N:7]=[CH:6][C:5]([C:8]2[CH:9]=[N:10][N:11]([CH2:13][C:14]3([OH:27])[CH2:19][CH2:18][NH:17][CH2:16][CH2:15]3)[CH:12]=2)=[CH:4][C:3]=1[O:28][CH:29]([C:31]1[C:36]([Cl:37])=[CH:35][CH:34]=[C:33]([F:38])[C:32]=1[Cl:39])[CH3:30]. The yield is 0.630. (8) The reactants are [Cl:1](O)(=O)(=O)=O.C(OC([N:13]1[CH2:18][CH2:17][CH2:16][CH2:15][CH:14]1[CH2:19][CH2:20][CH2:21][C:22]([O:24][CH3:25])=[O:23])=O)(C)(C)C. The catalyst is O1CCOCC1.O. The product is [ClH:1].[NH:13]1[CH2:18][CH2:17][CH2:16][CH2:15][CH:14]1[CH2:19][CH2:20][CH2:21][C:22]([O:24][CH3:25])=[O:23]. The yield is 0.780. (9) The reactants are [C:1]([C:5]1[CH:10]=[CH:9][C:8]([N:11]2[CH:15]([C:16]3[CH:21]=[CH:20][C:19](Cl)=[C:18]([N+:23]([O-:25])=[O:24])[CH:17]=3)[CH2:14][CH2:13][CH:12]2[C:26]2[CH:31]=[CH:30][C:29](Cl)=[C:28]([N+:33]([O-:35])=[O:34])[CH:27]=2)=[CH:7][CH:6]=1)([CH3:4])([CH3:3])[CH3:2].[CH3:36][O:37][C:38]1[CH:45]=[CH:44][C:41]([CH2:42][NH2:43])=[CH:40][CH:39]=1. The catalyst is ClCCl. The product is [C:1]([C:5]1[CH:10]=[CH:9][C:8]([N:11]2[CH:15]([C:16]3[CH:21]=[CH:20][C:19]([NH:43][CH2:42][C:41]4[CH:44]=[CH:45][C:38]([O:37][CH3:36])=[CH:39][CH:40]=4)=[C:18]([N+:23]([O-:25])=[O:24])[CH:17]=3)[CH2:14][CH2:13][CH:12]2[C:26]2[CH:31]=[CH:30][C:29]([NH:43][CH2:42][C:41]3[CH:44]=[CH:45][C:38]([O:37][CH3:36])=[CH:39][CH:40]=3)=[C:28]([N+:33]([O-:35])=[O:34])[CH:27]=2)=[CH:7][CH:6]=1)([CH3:4])([CH3:3])[CH3:2]. The yield is 0.670. (10) The reactants are [CH3:1][C:2]1[S:3][C:4]2[CH:10]=[C:9]([S:11](Cl)(=[O:13])=[O:12])[CH:8]=[CH:7][C:5]=2[N:6]=1.[CH3:15][NH:16][CH3:17].C(N(CC)CC)C.CCCCCC. The catalyst is O1CCCC1.C(OCC)(=O)C. The product is [CH3:15][N:16]([CH3:17])[S:11]([C:9]1[CH:8]=[CH:7][C:5]2[N:6]=[C:2]([CH3:1])[S:3][C:4]=2[CH:10]=1)(=[O:13])=[O:12]. The yield is 0.930.